Dataset: Full USPTO retrosynthesis dataset with 1.9M reactions from patents (1976-2016). Task: Predict the reactants needed to synthesize the given product. (1) Given the product [C:1]12([NH:6][C:7]([C:9]3[CH:10]=[C:11]([C:16]4[C:17]([CH2:36][C:37]([NH:45][CH3:44])=[O:39])=[CH:18][C:19]5[O:23][C:22]([C:24]6[CH:25]=[CH:26][C:27]([F:30])=[CH:28][CH:29]=6)=[C:21]([C:31]([NH:32][CH3:33])=[O:34])[C:20]=5[CH:35]=4)[CH:12]=[CH:13][C:14]=3[F:15])=[O:8])[CH2:5][CH:3]([CH2:4]1)[CH2:2]2, predict the reactants needed to synthesize it. The reactants are: [C:1]12([NH:6][C:7]([C:9]3[CH:10]=[C:11]([C:16]4[C:17]([CH2:36][C:37]([OH:39])=O)=[CH:18][C:19]5[O:23][C:22]([C:24]6[CH:29]=[CH:28][C:27]([F:30])=[CH:26][CH:25]=6)=[C:21]([C:31](=[O:34])[NH:32][CH3:33])[C:20]=5[CH:35]=4)[CH:12]=[CH:13][C:14]=3[F:15])=[O:8])[CH2:5][CH:3]([CH2:4]1)[CH2:2]2.Cl.CN.C[CH2:44][N:45](C(C)C)C(C)C.CN(C(ON1N=NC2C=CC=NC1=2)=[N+](C)C)C.F[P-](F)(F)(F)(F)F. (2) Given the product [F:27][C:26]([F:29])([F:28])[C:25]1[CH:24]=[CH:23][N:22]=[N:21][C:20]=1[C:6](=[O:8])[CH3:7], predict the reactants needed to synthesize it. The reactants are: C([Sn](CCCC)(CCCC)[C:6]([O:8]CC)=[CH2:7])CCC.Cl[C:20]1[N:21]=[N:22][CH:23]=[CH:24][C:25]=1[C:26]([F:29])([F:28])[F:27]. (3) Given the product [F:10][C:8]1[CH:9]=[C:2]([C:15]2[CH:16]=[C:17]([N+:20]([O-:22])=[O:21])[CH:18]=[CH:19][C:14]=2[F:13])[C:3]([C:4]#[N:5])=[CH:6][CH:7]=1, predict the reactants needed to synthesize it. The reactants are: Br[C:2]1[CH:9]=[C:8]([F:10])[CH:7]=[CH:6][C:3]=1[C:4]#[N:5].[F-].[K+].[F:13][C:14]1[CH:19]=[CH:18][C:17]([N+:20]([O-:22])=[O:21])=[CH:16][C:15]=1B1OC(C)(C)C(C)(C)O1. (4) The reactants are: FC(F)(F)C(O)=O.[CH3:8][N:9]([CH3:47])[CH2:10][CH2:11][O:12][C:13]1[CH:18]=[CH:17][C:16]([C:19]2[C:27]3[C:22](=[CH:23][C:24]([N:28]4[CH2:33][CH2:32][N:31](C(OC(C)(C)C)=O)[CH2:30][CH2:29]4)=[CH:25][CH:26]=3)[N:21]([C:41]3[CH:46]=[CH:45][N:44]=[CH:43][CH:42]=3)[CH:20]=2)=[CH:15][CH:14]=1. Given the product [CH3:8][N:9]([CH3:47])[CH2:10][CH2:11][O:12][C:13]1[CH:14]=[CH:15][C:16]([C:19]2[C:27]3[C:22](=[CH:23][C:24]([N:28]4[CH2:29][CH2:30][NH:31][CH2:32][CH2:33]4)=[CH:25][CH:26]=3)[N:21]([C:41]3[CH:46]=[CH:45][N:44]=[CH:43][CH:42]=3)[CH:20]=2)=[CH:17][CH:18]=1, predict the reactants needed to synthesize it. (5) Given the product [Cl:1][C:2]1[CH:3]=[CH:4][C:5]([CH2:8][CH2:9][N:10]([CH2:32][CH2:33][CH2:34][CH2:35][CH2:36][CH2:37][CH3:38])[C:11](=[O:31])[CH2:12][C:13]2[CH:30]=[CH:29][C:16]([CH2:17][O:18][C:19]3[CH:28]=[CH:27][CH:26]=[CH:25][C:20]=3[C:21]([OH:23])=[O:22])=[CH:15][CH:14]=2)=[CH:6][CH:7]=1, predict the reactants needed to synthesize it. The reactants are: [Cl:1][C:2]1[CH:7]=[CH:6][C:5]([CH2:8][CH2:9][N:10]([CH2:32][CH2:33][CH2:34][CH2:35][CH2:36][CH2:37][CH3:38])[C:11](=[O:31])[CH2:12][C:13]2[CH:30]=[CH:29][C:16]([CH2:17][O:18][C:19]3[CH:28]=[CH:27][CH:26]=[CH:25][C:20]=3[C:21]([O:23]C)=[O:22])=[CH:15][CH:14]=2)=[CH:4][CH:3]=1.[OH-].[K+]. (6) Given the product [CH3:1][O:2][C:3](=[O:35])[CH2:4][CH:5]1[C:14]2[C:9](=[C:10]([F:15])[CH:11]=[CH:12][CH:13]=2)[N:8]=[C:7]([C:16]2[CH:21]=[CH:20][C:19]([C:41]3[CH:40]=[CH:39][CH:38]=[C:37]([F:36])[CH:42]=3)=[CH:18][CH:17]=2)[N:6]1[C:23]1[CH:28]=[C:27]([C:29]([F:32])([F:31])[F:30])[CH:26]=[CH:25][C:24]=1[O:33][CH3:34], predict the reactants needed to synthesize it. The reactants are: [CH3:1][O:2][C:3](=[O:35])[CH2:4][CH:5]1[C:14]2[C:9](=[C:10]([F:15])[CH:11]=[CH:12][CH:13]=2)[N:8]=[C:7]([C:16]2[CH:21]=[CH:20][C:19](Br)=[CH:18][CH:17]=2)[N:6]1[C:23]1[CH:28]=[C:27]([C:29]([F:32])([F:31])[F:30])[CH:26]=[CH:25][C:24]=1[O:33][CH3:34].[F:36][C:37]1[CH:38]=[C:39](B(O)O)[CH:40]=[CH:41][CH:42]=1.C(=O)([O-])[O-].[Na+].[Na+]. (7) The reactants are: [F:1][C:2]([F:53])([F:52])[C:3]1[CH:4]=[C:5]([CH:45]=[C:46]([C:48]([F:51])([F:50])[F:49])[CH:47]=1)[CH2:6][N:7]([CH2:25][C:26]1[C:27]([N:37]([CH2:41][CH:42]2[CH2:44][CH2:43]2)[CH2:38][CH2:39][CH3:40])=[N:28][C:29]2[C:34]([CH:35]=1)=[CH:33][CH:32]=[CH:31][C:30]=2[CH3:36])[C:8]1[N:13]=[CH:12][C:11]([N:14]([CH3:24])[CH2:15][CH2:16][C:17]([O:19]C(C)(C)C)=[O:18])=[CH:10][N:9]=1.O.C(=O)(O)[O-].[Na+]. Given the product [F:53][C:2]([F:1])([F:52])[C:3]1[CH:4]=[C:5]([CH:45]=[C:46]([C:48]([F:50])([F:49])[F:51])[CH:47]=1)[CH2:6][N:7]([CH2:25][C:26]1[C:27]([N:37]([CH2:41][CH:42]2[CH2:44][CH2:43]2)[CH2:38][CH2:39][CH3:40])=[N:28][C:29]2[C:34]([CH:35]=1)=[CH:33][CH:32]=[CH:31][C:30]=2[CH3:36])[C:8]1[N:9]=[CH:10][C:11]([N:14]([CH3:24])[CH2:15][CH2:16][C:17]([OH:19])=[O:18])=[CH:12][N:13]=1, predict the reactants needed to synthesize it. (8) Given the product [Br:14][C:15]1[CH:20]=[CH:19][C:18]([NH:21][NH:22][C:6](=[O:7])[C:5]2[CH:9]=[CH:10][C:2]([Cl:1])=[C:3]([N+:11]([O-:13])=[O:12])[CH:4]=2)=[CH:17][CH:16]=1, predict the reactants needed to synthesize it. The reactants are: [Cl:1][C:2]1[CH:10]=[CH:9][C:5]([C:6](Cl)=[O:7])=[CH:4][C:3]=1[N+:11]([O-:13])=[O:12].[Br:14][C:15]1[CH:20]=[CH:19][C:18]([NH:21][NH2:22])=[CH:17][CH:16]=1. (9) Given the product [O:16]1[CH:17]=[CH:18][N:19]=[C:15]1[CH2:14][NH:13][C:7]1[C:6]2[C:10](=[CH:11][CH:12]=[C:4]([NH2:1])[CH:5]=2)[NH:9][N:8]=1, predict the reactants needed to synthesize it. The reactants are: [N+:1]([C:4]1[CH:5]=[C:6]2[C:10](=[CH:11][CH:12]=1)[NH:9][N:8]=[C:7]2[NH:13][CH2:14][C:15]1[O:16][CH:17]=[CH:18][N:19]=1)([O-])=O.